Dataset: Full USPTO retrosynthesis dataset with 1.9M reactions from patents (1976-2016). Task: Predict the reactants needed to synthesize the given product. (1) The reactants are: [Cl:1][C:2]1[N:10]=[CH:9][C:8]([F:11])=[CH:7][C:3]=1[C:4]([NH2:6])=O.C(N(CC)CC)C.FC(F)(F)C(OC(=O)C(F)(F)F)=O. Given the product [Cl:1][C:2]1[N:10]=[CH:9][C:8]([F:11])=[CH:7][C:3]=1[C:4]#[N:6], predict the reactants needed to synthesize it. (2) Given the product [CH2:12]([N:11]([CH2:14][CH3:15])[C:6](=[O:8])[C:5]1[CH:4]=[CH:3][C:2]([OH:1])=[CH:10][CH:9]=1)[CH3:13], predict the reactants needed to synthesize it. The reactants are: [OH:1][C:2]1[CH:10]=[CH:9][C:5]([C:6]([OH:8])=O)=[CH:4][CH:3]=1.[NH:11]([CH2:14][CH3:15])[CH2:12][CH3:13].F[P-](F)(F)(F)(F)F.N1(O[P+](N2CCCC2)(N2CCCC2)N2CCCC2)C2C=CC=CC=2N=N1.ON1C2C=CC=CC=2N=N1.C(N(CC)C(C)C)(C)C. (3) Given the product [Br:11][C:8]1[CH:9]=[CH:10][C:5]([CH2:4][OH:3])=[CH:6][C:7]=1[O:12][CH2:13][CH3:14], predict the reactants needed to synthesize it. The reactants are: C([O:3][C:4](=O)[C:5]1[CH:10]=[CH:9][C:8]([Br:11])=[C:7]([O:12][CH2:13][CH3:14])[CH:6]=1)C.[BH4-].[Li+]. (4) Given the product [CH3:18][N:16]([CH3:17])[C:11]1[N:10]=[C:9]([N:8]2[C@@H:1]3[C@@H:6]([CH2:5][CH2:4][N:3]([C:38]([C:37]4[C:41]([N:45]5[N:49]=[CH:48][CH:47]=[N:46]5)=[CH:42][CH:43]=[CH:44][C:36]=4[F:35])=[O:39])[CH2:2]3)[CH2:7]2)[CH:14]=[C:13]([CH3:15])[N:12]=1, predict the reactants needed to synthesize it. The reactants are: [C@@H:1]12[N:8]([C:9]3[CH:14]=[C:13]([CH3:15])[N:12]=[C:11]([N:16]([CH3:18])[CH3:17])[N:10]=3)[CH2:7][C@@H:6]1[CH2:5][CH2:4][NH:3][CH2:2]2.CC1C=C(C)N=C(N2[C@@H]3[C@@H](CCNC3)C2)N=1.[F:35][C:36]1[CH:44]=[CH:43][CH:42]=[C:41]([N:45]2[N:49]=[CH:48][CH:47]=[N:46]2)[C:37]=1[C:38](O)=[O:39].S1C=CC=C1C1C=CC=CC=1C(O)=O. (5) The reactants are: FC(F)(F)C(O)=O.[CH:8]1([C@H:11]([NH:31]C(=O)OC(C)(C)C)[C:12]2[N:21]([C:22]3[CH:27]=[CH:26][CH:25]=[C:24]([F:28])[CH:23]=3)[C:20](=[O:29])[C:19]3[C:14](=[CH:15][CH:16]=[CH:17][C:18]=3[F:30])[N:13]=2)[CH2:10][CH2:9]1.C([O-])(O)=O.[Na+]. Given the product [NH2:31][C@@H:11]([CH:8]1[CH2:9][CH2:10]1)[C:12]1[N:21]([C:22]2[CH:27]=[CH:26][CH:25]=[C:24]([F:28])[CH:23]=2)[C:20](=[O:29])[C:19]2[C:14](=[CH:15][CH:16]=[CH:17][C:18]=2[F:30])[N:13]=1, predict the reactants needed to synthesize it. (6) The reactants are: [CH:1]([OH:4])([CH3:3])[CH3:2].[CH:5]1C=C[CH:8]=[CH:7][CH:6]=1.[OH:11]S(O)(=O)=O.O. Given the product [CH:1]([O:4][C:5](=[O:11])/[CH:6]=[CH:7]/[CH3:8])([CH3:3])[CH3:2], predict the reactants needed to synthesize it. (7) The reactants are: [C:1]1([N:7]2[C:12](=[O:13])[N:11]([CH3:14])[C:10](=[O:15])[C:9]([C:16]([OH:18])=O)=[N:8]2)[CH:6]=[CH:5][CH:4]=[CH:3][CH:2]=1.S(Cl)([Cl:21])=O. Given the product [C:1]1([N:7]2[C:12](=[O:13])[N:11]([CH3:14])[C:10](=[O:15])[C:9]([C:16]([Cl:21])=[O:18])=[N:8]2)[CH:6]=[CH:5][CH:4]=[CH:3][CH:2]=1, predict the reactants needed to synthesize it. (8) The reactants are: CS(O[CH2:6][C:7]1[C:16]([Cl:17])=[C:15]2[C:10]([C:11](=[O:31])[N:12]([CH2:18][C:19]3[CH:24]=[C:23]([Cl:25])[CH:22]=[CH:21][C:20]=3[S:26]([CH2:29][CH3:30])(=[O:28])=[O:27])[CH:13]=[N:14]2)=[CH:9][C:8]=1[C:32]([F:35])([F:34])[F:33])(=O)=O.[NH:36]1[CH2:41][CH2:40][CH2:39][C@@H:38]([C:42]([NH2:44])=[O:43])[CH2:37]1. Given the product [Cl:17][C:16]1[C:7]([CH2:6][N:36]2[CH2:41][CH2:40][CH2:39][C@@H:38]([C:42]([NH2:44])=[O:43])[CH2:37]2)=[C:8]([C:32]([F:33])([F:34])[F:35])[CH:9]=[C:10]2[C:15]=1[N:14]=[CH:13][N:12]([CH2:18][C:19]1[CH:24]=[C:23]([Cl:25])[CH:22]=[CH:21][C:20]=1[S:26]([CH2:29][CH3:30])(=[O:28])=[O:27])[C:11]2=[O:31], predict the reactants needed to synthesize it.